From a dataset of HIV replication inhibition screening data with 41,000+ compounds from the AIDS Antiviral Screen. Binary Classification. Given a drug SMILES string, predict its activity (active/inactive) in a high-throughput screening assay against a specified biological target. (1) The drug is Nc1cc(N)nc(S)n1. The result is 0 (inactive). (2) The compound is Cc1c(Cl)c(=O)oc2cc(OCC(O)COC(C)C)ccc12. The result is 0 (inactive). (3) The molecule is O=[N+]([O-])c1ccc(C2=Nc3ccccc3SC(c3ccccc3)C2)cc1. The result is 0 (inactive). (4) The drug is O=c1[nH][nH]c(=O)n1CCCCCCn1c(=O)[nH][nH]c1=O. The result is 0 (inactive). (5) The compound is COc1cc2cc3cc(-c4ccc(Cl)cc4)c(N4CCN(C)CC4)nc3nc2cc1OC. The result is 0 (inactive).